This data is from Catalyst prediction with 721,799 reactions and 888 catalyst types from USPTO. The task is: Predict which catalyst facilitates the given reaction. (1) Reactant: [F:1][C:2]1[CH:7]=[CH:6][C:5]([C:8]2[S:12][C:11]([S:13][CH3:14])=[N:10][C:9]=2[C:15]([O:17]CC)=[O:16])=[CH:4][CH:3]=1.[OH-].[Li+].Cl. Product: [F:1][C:2]1[CH:7]=[CH:6][C:5]([C:8]2[S:12][C:11]([S:13][CH3:14])=[N:10][C:9]=2[C:15]([OH:17])=[O:16])=[CH:4][CH:3]=1. The catalyst class is: 12. (2) The catalyst class is: 20. Reactant: [Cl:1][C:2]1[CH:7]=[CH:6][C:5]([C@H:8]2[CH2:12][N:11]([C:13]([O:15][C:16]([CH3:19])([CH3:18])[CH3:17])=[O:14])[C:10](=[O:20])[CH2:9]2)=[CH:4][C:3]=1[F:21].[Li+].[OH-:23].Cl. Product: [C:16]([O:15][C:13]([NH:11][CH2:12][C@H:8]([C:5]1[CH:6]=[CH:7][C:2]([Cl:1])=[C:3]([F:21])[CH:4]=1)[CH2:9][C:10]([OH:23])=[O:20])=[O:14])([CH3:19])([CH3:18])[CH3:17]. (3) Reactant: CC(C)([O-])C.[K+].C1COCC1.C(OP([CH2:20][C:21]([O:23][CH2:24][CH3:25])=[O:22])(OCC)=O)C.[Br:26][C:27]1[S:31][C:30]([CH3:32])=[C:29]([CH:33]=O)[CH:28]=1. Product: [Br:26][C:27]1[S:31][C:30]([CH3:32])=[C:29](/[CH:33]=[CH:20]/[C:21]([O:23][CH2:24][CH3:25])=[O:22])[CH:28]=1. The catalyst class is: 6. (4) Reactant: C([O:9][CH2:10][CH2:11][N:12]1[C:20]2[C:19](Cl)=[N:18][CH:17]=[N:16][C:15]=2[CH:14]=[CH:13]1)(=O)C1C=CC=CC=1.[CH3:22][C:23]1[CH:24]=[C:25]([CH:27]=[CH:28][C:29]=1[O:30][C:31]1[CH:36]=[CH:35][CH:34]=[C:33]([O:37][CH2:38][C:39]([F:42])([F:41])[F:40])[CH:32]=1)[NH2:26].[OH-].[Na+]. Product: [CH3:22][C:23]1[CH:24]=[C:25]([NH:26][C:19]2[C:20]3[N:12]([CH2:11][CH2:10][OH:9])[CH:13]=[CH:14][C:15]=3[N:16]=[CH:17][N:18]=2)[CH:27]=[CH:28][C:29]=1[O:30][C:31]1[CH:36]=[CH:35][CH:34]=[C:33]([O:37][CH2:38][C:39]([F:40])([F:41])[F:42])[CH:32]=1. The catalyst class is: 32.